This data is from NCI-60 drug combinations with 297,098 pairs across 59 cell lines. The task is: Regression. Given two drug SMILES strings and cell line genomic features, predict the synergy score measuring deviation from expected non-interaction effect. (1) Drug 1: C1CCN(CC1)CCOC2=CC=C(C=C2)C(=O)C3=C(SC4=C3C=CC(=C4)O)C5=CC=C(C=C5)O. Drug 2: CCC1(C2=C(COC1=O)C(=O)N3CC4=CC5=C(C=CC(=C5CN(C)C)O)N=C4C3=C2)O.Cl. Cell line: SNB-19. Synergy scores: CSS=7.62, Synergy_ZIP=-0.110, Synergy_Bliss=0.265, Synergy_Loewe=-37.7, Synergy_HSA=-0.543. (2) Drug 1: CC1OCC2C(O1)C(C(C(O2)OC3C4COC(=O)C4C(C5=CC6=C(C=C35)OCO6)C7=CC(=C(C(=C7)OC)O)OC)O)O. Drug 2: C1=CN(C(=O)N=C1N)C2C(C(C(O2)CO)O)O.Cl. Cell line: NCI/ADR-RES. Synergy scores: CSS=24.5, Synergy_ZIP=-8.82, Synergy_Bliss=-4.42, Synergy_Loewe=-42.6, Synergy_HSA=-4.45. (3) Cell line: OVCAR-5. Synergy scores: CSS=11.9, Synergy_ZIP=-2.00, Synergy_Bliss=0.545, Synergy_Loewe=0.432, Synergy_HSA=-0.531. Drug 2: C1CN(CCN1C(=O)CCBr)C(=O)CCBr. Drug 1: C1=NC2=C(N=C(N=C2N1C3C(C(C(O3)CO)O)F)Cl)N. (4) Drug 1: CC12CCC(CC1=CCC3C2CCC4(C3CC=C4C5=CN=CC=C5)C)O. Drug 2: C1CCN(CC1)CCOC2=CC=C(C=C2)C(=O)C3=C(SC4=C3C=CC(=C4)O)C5=CC=C(C=C5)O. Cell line: NCI-H460. Synergy scores: CSS=3.93, Synergy_ZIP=0.814, Synergy_Bliss=4.66, Synergy_Loewe=1.48, Synergy_HSA=1.99. (5) Drug 1: CC=C1C(=O)NC(C(=O)OC2CC(=O)NC(C(=O)NC(CSSCCC=C2)C(=O)N1)C(C)C)C(C)C. Drug 2: CC1CCCC2(C(O2)CC(NC(=O)CC(C(C(=O)C(C1O)C)(C)C)O)C(=CC3=CSC(=N3)C)C)C. Cell line: T-47D. Synergy scores: CSS=44.7, Synergy_ZIP=1.08, Synergy_Bliss=1.21, Synergy_Loewe=-10.6, Synergy_HSA=4.69. (6) Drug 1: CC(C)(C#N)C1=CC(=CC(=C1)CN2C=NC=N2)C(C)(C)C#N. Drug 2: C1=NC(=NC(=O)N1C2C(C(C(O2)CO)O)O)N. Cell line: MCF7. Synergy scores: CSS=0.00550, Synergy_ZIP=-1.91, Synergy_Bliss=-3.34, Synergy_Loewe=-7.07, Synergy_HSA=-6.81. (7) Drug 1: C1=CC(=C2C(=C1NCCNCCO)C(=O)C3=C(C=CC(=C3C2=O)O)O)NCCNCCO. Drug 2: CN(CCCl)CCCl.Cl. Cell line: M14. Synergy scores: CSS=8.71, Synergy_ZIP=-0.487, Synergy_Bliss=-3.49, Synergy_Loewe=-38.8, Synergy_HSA=-5.87. (8) Drug 1: CC12CCC(CC1=CCC3C2CCC4(C3CC=C4C5=CN=CC=C5)C)O. Drug 2: C1=NC2=C(N1)C(=S)N=C(N2)N. Cell line: MDA-MB-231. Synergy scores: CSS=24.2, Synergy_ZIP=-9.26, Synergy_Bliss=-3.43, Synergy_Loewe=-9.71, Synergy_HSA=-2.35. (9) Drug 1: CC(C)(C#N)C1=CC(=CC(=C1)CN2C=NC=N2)C(C)(C)C#N. Drug 2: C1CNP(=O)(OC1)N(CCCl)CCCl. Cell line: OVCAR-5. Synergy scores: CSS=-0.425, Synergy_ZIP=-0.858, Synergy_Bliss=-5.33, Synergy_Loewe=-4.67, Synergy_HSA=-5.30. (10) Drug 1: CC1CCC2CC(C(=CC=CC=CC(CC(C(=O)C(C(C(=CC(C(=O)CC(OC(=O)C3CCCCN3C(=O)C(=O)C1(O2)O)C(C)CC4CCC(C(C4)OC)O)C)C)O)OC)C)C)C)OC. Drug 2: CC1=C2C(C(=O)C3(C(CC4C(C3C(C(C2(C)C)(CC1OC(=O)C(C(C5=CC=CC=C5)NC(=O)OC(C)(C)C)O)O)OC(=O)C6=CC=CC=C6)(CO4)OC(=O)C)O)C)O. Cell line: COLO 205. Synergy scores: CSS=5.49, Synergy_ZIP=7.63, Synergy_Bliss=8.23, Synergy_Loewe=10.7, Synergy_HSA=10.6.